Dataset: Full USPTO retrosynthesis dataset with 1.9M reactions from patents (1976-2016). Task: Predict the reactants needed to synthesize the given product. (1) Given the product [C:1]([C:4]1[CH:5]=[N:6][C:7]2[C:12]([C:13]=1[NH:14][C:15]1[CH:16]=[CH:17][C:18]([N:21]3[CH2:26][CH2:25][CH2:24][C@H:23]([NH:27][C:28](=[O:34])[O:29][C:30]([CH3:31])([CH3:33])[CH3:32])[CH2:22]3)=[N:19][CH:20]=1)=[N:11][C:10]([C:41]1[CH:40]=[C:39]([F:52])[C:38]([OH:53])=[C:37]([Cl:36])[CH:42]=1)=[CH:9][CH:8]=2)(=[O:3])[CH3:2], predict the reactants needed to synthesize it. The reactants are: [C:1]([C:4]1[CH:5]=[N:6][C:7]2[C:12]([C:13]=1[NH:14][C:15]1[CH:16]=[CH:17][C:18]([N:21]3[CH2:26][CH2:25][CH2:24][C@H:23]([NH:27][C:28](=[O:34])[O:29][C:30]([CH3:33])([CH3:32])[CH3:31])[CH2:22]3)=[N:19][CH:20]=1)=[N:11][C:10](Cl)=[CH:9][CH:8]=2)(=[O:3])[CH3:2].[Cl:36][C:37]1[CH:42]=[C:41](B2OC(C)(C)C(C)(C)O2)[CH:40]=[C:39]([F:52])[C:38]=1[OH:53]. (2) Given the product [O:11]=[C:8]1[NH:7][C:6]2[CH:12]=[C:2]([NH:1][C:27]([CH:24]3[CH2:23][CH2:22][N:21]([C:17]4[CH:18]=[CH:19][CH:20]=[C:15]([C:14]([F:31])([F:13])[F:30])[CH:16]=4)[CH2:26][CH2:25]3)=[O:28])[CH:3]=[CH:4][C:5]=2[O:10][CH2:9]1, predict the reactants needed to synthesize it. The reactants are: [NH2:1][C:2]1[CH:3]=[CH:4][C:5]2[O:10][CH2:9][C:8](=[O:11])[NH:7][C:6]=2[CH:12]=1.[F:13][C:14]([F:31])([F:30])[C:15]1[CH:16]=[C:17]([N:21]2[CH2:26][CH2:25][CH:24]([C:27](O)=[O:28])[CH2:23][CH2:22]2)[CH:18]=[CH:19][CH:20]=1. (3) Given the product [CH3:16][O:10][C:9](=[O:11])[CH2:8][C:5]1[CH:6]=[CH:7][C:2]([Br:1])=[CH:3][C:4]=1[N+:12]([O-:14])=[O:13], predict the reactants needed to synthesize it. The reactants are: [Br:1][C:2]1[CH:7]=[CH:6][C:5]([CH2:8][C:9]([OH:11])=[O:10])=[C:4]([N+:12]([O-:14])=[O:13])[CH:3]=1.Cl.[C:16]([O-])([O-])=O.[Na+].[Na+].